Task: Predict the product of the given reaction.. Dataset: Forward reaction prediction with 1.9M reactions from USPTO patents (1976-2016) (1) Given the reactants CON(C)[C:4](=[O:16])[CH2:5][C@H:6]([NH:8][C:9](=[O:15])[O:10][C:11]([CH3:14])([CH3:13])[CH3:12])[CH3:7].[H-].[H-].[H-].[H-].[Li+].[Al+3].C1COCC1, predict the reaction product. The product is: [O:16]=[CH:4][CH2:5][C@H:6]([NH:8][C:9](=[O:15])[O:10][C:11]([CH3:14])([CH3:13])[CH3:12])[CH3:7]. (2) Given the reactants Cl[C:2]1[CH:7]=[C:6]([Cl:8])[CH:5]=[C:4]([C:9]2[CH:14]=[CH:13][C:12]([O:15][CH:16]([CH3:18])[CH3:17])=[CH:11][CH:10]=2)[N:3]=1.C([Sn](CCCC)(CCCC)[C:24]1[CH:29]=[N:28][CH:27]=[CH:26][N:25]=1)CCC.[F-].[Cs+], predict the reaction product. The product is: [Cl:8][C:6]1[CH:5]=[C:4]([C:9]2[CH:14]=[CH:13][C:12]([O:15][CH:16]([CH3:18])[CH3:17])=[CH:11][CH:10]=2)[N:3]=[C:2]([C:24]2[CH:29]=[N:28][CH:27]=[CH:26][N:25]=2)[CH:7]=1. (3) Given the reactants CCOC(/N=N/C(OCC)=O)=O.[CH3:13][N:14]([C@@H:22]([CH3:38])[C:23](=[O:37])[NH:24][C@H:25]1[CH2:31][O:30][C:29]2[CH:32]=[CH:33][CH:34]=[CH:35][C:28]=2[NH:27][C:26]1=[O:36])[C:15](=[O:21])[O:16][C:17]([CH3:20])([CH3:19])[CH3:18].[CH2:39]([N:41]1[C:49]2[C:44](=[C:45]([CH2:50]O)[CH:46]=[CH:47][CH:48]=2)[CH:43]=[CH:42]1)[CH3:40].C1C=CC(P(C2C=CC=CC=2)C2C=CC=CC=2)=CC=1, predict the reaction product. The product is: [CH2:39]([N:41]1[C:49]2[C:44](=[C:45]([CH2:50][N:27]3[C:26](=[O:36])[C@@H:25]([NH:24][C:23](=[O:37])[C@@H:22]([N:14]([CH3:13])[C:15](=[O:21])[O:16][C:17]([CH3:20])([CH3:18])[CH3:19])[CH3:38])[CH2:31][O:30][C:29]4[CH:32]=[CH:33][CH:34]=[CH:35][C:28]3=4)[CH:46]=[CH:47][CH:48]=2)[CH:43]=[CH:42]1)[CH3:40]. (4) Given the reactants [F:1][C:2]([F:19])([F:18])[C:3]1[CH:11]=[C:10]([C:12]([F:15])([F:14])[F:13])[CH:9]=[C:8]([O:16][CH3:17])[C:4]=1[C:5](O)=[O:6].C(N(CC)C(C)C)(C)C.F[P-](F)(F)(F)(F)F.N1(OC(N(C)C)=[N+](C)C)C2N=CC=CC=2N=N1.[C:53]1([CH:59]([NH2:69])[C:60]2([N:64]3[CH2:68][CH2:67][CH2:66][CH2:65]3)[CH2:63][O:62][CH2:61]2)[CH:58]=[CH:57][CH:56]=[CH:55][CH:54]=1, predict the reaction product. The product is: [CH3:17][O:16][C:8]1[CH:9]=[C:10]([C:12]([F:13])([F:14])[F:15])[CH:11]=[C:3]([C:2]([F:1])([F:18])[F:19])[C:4]=1[C:5]([NH:69][CH:59]([C:53]1[CH:58]=[CH:57][CH:56]=[CH:55][CH:54]=1)[C:60]1([N:64]2[CH2:65][CH2:66][CH2:67][CH2:68]2)[CH2:63][O:62][CH2:61]1)=[O:6]. (5) Given the reactants FC(F)(F)C(O)=O.[C:8]1([C:14]2[CH:19]=[C:18]([CH:20]3[CH2:25][CH2:24][NH:23][CH2:22][CH2:21]3)[CH:17]=[CH:16][C:15]=2[NH:26][C:27]([C:29]2[NH:30][CH:31]=[C:32]([C:34]#[N:35])[N:33]=2)=[O:28])[CH2:13][CH2:12][CH2:11][CH2:10][CH:9]=1.CCN(CC)CC.[CH3:43][C:44]1([CH3:51])[O:49][CH2:48][C:47](=O)[CH2:46][O:45]1.[BH-](OC(C)=O)(OC(C)=O)OC(C)=O.[Na+], predict the reaction product. The product is: [C:8]1([C:14]2[CH:19]=[C:18]([CH:20]3[CH2:21][CH2:22][N:23]([CH:47]4[CH2:48][O:49][C:44]([CH3:51])([CH3:43])[O:45][CH2:46]4)[CH2:24][CH2:25]3)[CH:17]=[CH:16][C:15]=2[NH:26][C:27]([C:29]2[NH:30][CH:31]=[C:32]([C:34]#[N:35])[N:33]=2)=[O:28])[CH2:13][CH2:12][CH2:11][CH2:10][CH:9]=1.